Dataset: Drug-target binding data from BindingDB using Ki measurements. Task: Regression. Given a target protein amino acid sequence and a drug SMILES string, predict the binding affinity score between them. We predict pKi (pKi = -log10(Ki in M); higher means stronger inhibition). Dataset: bindingdb_ki. (1) The pKi is 5.0. The target protein (P43144) has sequence MNRPHSCLSFCWMYFAASGIRAVETANGKYAQKLFSDLFEDYSSALRPVEDTDAVLNVTLQVTLSQIKDMDERNQILTAYLWIRQTWHDAYLTWDRDQYDRLDSIRIPSDLVWRPDIVLYNKADDESSEPVNTNVVLRYDGLITWDSPAITKSSCVVDVTYFPFDSQQCNLTFGSWTYNGNQVDIFNALDSGDLSDFIEDVEWEVHGMPAVKNVISYGCCSEPYPDVTFTLLLKRRSSFYIVNLLIPCVLISFLAPLSFYLPAASGEKVSLGVTILLAMTVFQLMVAEIMPASENVPLIGKYYIATMALITASTALTIMVMNIHFCGAEARPVPHWAKVVILKYMSRILFVYDVGESCLSPRHSQEPEQVTKVYSKLPESNLKTSRNKDLSRKKEVRKLLKNDLGYQGGIPQNTDSYCARYEALTKNIEYIAKCLKDHKATNSKGSEWKKVAKVIDRFFMWIFFAMVFVMTVLIIARAD. The drug is ONC=Nc1ccc(N2CCOCC2)c(Cl)c1. (2) The drug is CCOC(=O)CC(O)[C@H](CCC[NH3+])NC(=O)[C@H](NC(=O)C(NC(=O)CC(C)C)C(C)C)C(C)C. The target protein (P06026) has sequence MKFTLISSCIAIAALAVAVDAAPGEKKISIPLAKNPNYKPSAKNAIQKAIAKYNKHKINTSTGGIVPDAGVGTVPMTDYGNDVEYYGQVTIGTPGKKFNLDFDTGSSDLWIASTLCTNCGSRQTKYDPKQSSTYQADGRTWSISYGDGSSASGILAKDNVNLGGLLIKGQTIELAKREAASFANGPNDGLLGLGFDTITTVRGVKTPMDNLISQGLISRPIFGVYLGKASNGGGGEYIFGGYDSTKFKGSLTTVPIDNSRGWWGITVDRATVGTSTVASSFDGILDTGTTLLILPNNVAASVARAYGASDNGDGTYTISCDTSRFKPLVFSINGASFQVSPDSLVFEEYQGQCIAGFGYGNFDFAIIGDTFLKNNYVVFNQGVPEVQIAPVAQ. The pKi is 7.3. (3) The drug is CCCn1c(=O)[nH]c2nc(C3CCCC3)[nH]c2c1=O. The target protein sequence is MEPLLLLSLALFSDAMVMDEKVKSGVELDTASAICNYDAHYKDHTKYWCRGYFRDSCNIIAFTPNSSNRVALKDTGDQLIITVSCLVKEDTGWYWCGIQRDFARDDMDFTKLIVTDNREDRANGLSPGTSGNRTRSCKTSKAVQKAEGSRMSILIVCVLISGLGIIFLISHMSRGRRSQRNRGVTGKSINRNPQASQAPSMVSIPLTVLPKVPRQNGQQKALQWTGNATKTG. The pKi is 7.6. (4) The small molecule is CCCCCCCCCCCC(=O)OCCCCN(O)C(=O)COP(=O)(O)O. The target protein (P00883) has sequence MPHSHPALTPEQKKELSDIAHRIVAPGKGILAADESTGSIAKRLQSIGTENTEENRRFYRQLLLTADDRVNPCIGGVILFHETLYQKADDGRPFPQVIKSKGGVVGIKVDKGVVPLAGTNGETTTQGLDGLSERCAQYKKDGADFAKWRCVLKIGEHTPSALAIMENANVLARYASICQQNGIVPIVEPEILPDGDHDLKRCQYVTEKVLAAVYKALSDHHIYLEGTLLKPNMVTPGHACTQKYSHEEIAMATVTALRRTVPPAVTGVTFLSGGQSEEEASINLNAINKCPLLKPWALTFSYGRALQASALKAWGGKKENLKAAQEEYVKRALANSLACQGKYTPSGQAGAAASESLFISNHAY. The pKi is 4.2. (5) The drug is Nc1ncnc2c1ncn2[C@@H]1O[C@H](CO[P@](=O)(O)O[P@](=O)(O)O[C@H]2C[C@H](n3ccc(=O)[nH]c3=O)O[C@@H]2COP(=O)(O)O)[C@@H](OP(=O)(O)O)[C@H]1O. The target protein (P10153) has sequence MVPKLFTSQICLLLLLGLLAVEGSLHVKPPQFTWAQWFETQHINMTSQQCTNAMQVINNYQRRCKNQNTFLLTTFANVVNVCGNPNMTCPSNKTRKNCHHSGSQVPLIHCNLTTPSPQNISNCRYAQTPANMFYIVACDNRDQRRDPPQYPVVPVHLDRII. The pKi is 6.7. (6) The compound is CCCCCCCC(=O)NC(c1cccc2ccccc12)P(=O)(O)O. The target protein (P80366) has sequence MGVVKGLLALALVLNVVVVSNGGKSSNFVRKTNKNRDMPLDSDVFRVPPGYNAPQQVHITQGDLVGRAMIISWVTMDEPGSSAVRYWSEKNGRKRIAKGKMSTYRFFNYSSGFIHHTTIRKLKYNTKYYYEVGLRNTTRRFSFITPPQTGLDVPYTFGLIGDLGQSFDSNTTLSHYELSPKKGQTVLFVGDLSYADRYPNHDNVRWDTWGRFTERSVAYQPWIWTAGNHEIEFAPEINETEPFKPFSYRYHVPYEASQSTSPFWYSIKRASAHIIVLSSYSAYGRGTPQYTWLKKELRKVKRSETPWLIVLMHSPLYNSYNHHFMEGEAMRTKFEAWFVKYKVDVVFAGHVHAYERSERVSNIAYKITNGLCTPVKDQSAPVYITIGDAGNYGVIDSNMIQPQPEYSAFREASFGHGMFDIKNRTHAHFSWNRNQDGVAVEADSVWFFNRHWYPVDDST. The pKi is 3.7. (7) The compound is CCC(CP(=O)([O-])CC[C@H]([NH3+])C(=O)[O-])C(=O)[O-]. The target protein (P48506) has sequence MGLLSQGSPLSWEETKRHADHVRRHGILQFLHIYHAVKDRHKDVLKWGDEVEYMLVSFDHENKKVRLVLSGEKVLETLQEKGERTNPNHPTLWRPEYGSYMIEGTPGQPYGGTMSEFNTVEANMRKRRKEATSILEENQALCTITSFPRLGCPGFTLPEVKPNPVEGGASKSLFFPDEAINKHPRFSTLTRNIRHRRGEKVVINVPIFKDKNTPSPFIETFTEDDEASRASKPDHIYMDAMGFGMGNCCLQVTFQACSISEARYLYDQLATICPIVMALSAASPFYRGYVSDIDCRWGVISASVDDRTREERGLEPLKNNNYRISKSRYDSIDSYLSKCGEKYNDIDLTIDKEIYEQLLQEGIDHLLAQHVAHLFIRDPLTLFEEKIHLDDANESDHFENIQSTNWQTMRFKPPPPNSDIGWRVEFRPMEVQLTDFENSAYVVFVVLLTRVILSYKLDFLIPLSKVDENMKVAQKRDAVLQGMFYFRKDICKGGNAVVDG.... The pKi is 5.3. (8) The drug is COC(=O)c1ccc2oc(C(=O)C(Cc3ccccc3)NC(=O)Cn3c(-c4ccc(F)cc4)ncc(N)c3=O)nc2c1. The target protein (P50339) has sequence MNLHALCLLLLLLGSSTKAGEIIGGTECIPHSRPYMAYLEIVTSDNYLSACSGFLIRRNFVLTAAHCAGRSITVLLGAHNKTYKEDTWQKLEVEKQFIHPNYDKRLVLHDIMLLKLKEKAKLTLGVGTLPLSANFNFIPPGRMCRAVGWGRTNVNEPASDTLQEVKMRLQEPQSCKHFTSFQHKSQLCVGNPKKMQNVYKGDSGGPLLCAGIAQGIASYVHPNAKPPAVFTRISHYRPWINKILREN. The pKi is 7.0. (9) The compound is NCCc1c[nH]c2ccc(O)cc12. The target is MLLARMKPQVQPELGGADQ. The pKi is 5.5.